Dataset: Peptide-MHC class I binding affinity with 185,985 pairs from IEDB/IMGT. Task: Regression. Given a peptide amino acid sequence and an MHC pseudo amino acid sequence, predict their binding affinity value. This is MHC class I binding data. The MHC is HLA-A69:01 with pseudo-sequence HLA-A69:01. The binding affinity (normalized) is 0.0847. The peptide sequence is RPWMLDKYF.